Dataset: Full USPTO retrosynthesis dataset with 1.9M reactions from patents (1976-2016). Task: Predict the reactants needed to synthesize the given product. Given the product [C:32]1([C@@H:30]2[O:29][N:28]=[C:27]([C:25]3[N:17]=[C:16]([CH:13]4[CH2:14][CH2:15][N:10]([C:8](=[O:9])[CH2:7][N:6]5[C:2]([CH3:1])=[CH:3][C:4]([C:19]([F:22])([F:20])[F:21])=[N:5]5)[CH2:11][CH2:12]4)[S:18][CH:24]=3)[CH2:31]2)[CH:33]=[CH:34][CH:35]=[CH:36][CH:37]=1, predict the reactants needed to synthesize it. The reactants are: [CH3:1][C:2]1[N:6]([CH2:7][C:8]([N:10]2[CH2:15][CH2:14][CH:13]([C:16](=[S:18])[NH2:17])[CH2:12][CH2:11]2)=[O:9])[N:5]=[C:4]([C:19]([F:22])([F:21])[F:20])[CH:3]=1.Br[CH2:24][C:25]([C:27]1[CH2:31][C@H:30]([C:32]2[CH:37]=[CH:36][CH:35]=[CH:34][CH:33]=2)[O:29][N:28]=1)=O.